This data is from Full USPTO retrosynthesis dataset with 1.9M reactions from patents (1976-2016). The task is: Predict the reactants needed to synthesize the given product. Given the product [C:25]([O:29][CH2:30][CH2:31][CH2:32][NH:33][C:21]([C:11]1[C:10]([NH:9][C:7]([C:2]2[CH:3]=[CH:4][CH:5]=[CH:6][N:1]=2)=[O:8])=[CH:14][N:13]([CH:15]2[CH2:20][CH2:19][CH2:18][CH2:17][O:16]2)[N:12]=1)=[O:23])([CH3:28])([CH3:27])[CH3:26], predict the reactants needed to synthesize it. The reactants are: [N:1]1[CH:6]=[CH:5][CH:4]=[CH:3][C:2]=1[C:7]([NH:9][C:10]1[C:11]([C:21]([OH:23])=O)=[N:12][N:13]([CH:15]2[CH2:20][CH2:19][CH2:18][CH2:17][O:16]2)[CH:14]=1)=[O:8].Cl.[C:25]([O:29][CH2:30][CH2:31][CH2:32][NH2:33])([CH3:28])([CH3:27])[CH3:26].CCN=C=NCCCN(C)C.C1C=CC2N(O)N=NC=2C=1.C(N(CC)CC)C.C(=O)([O-])O.[Na+].